Task: Regression. Given a peptide amino acid sequence and an MHC pseudo amino acid sequence, predict their binding affinity value. This is MHC class I binding data.. Dataset: Peptide-MHC class I binding affinity with 185,985 pairs from IEDB/IMGT The peptide sequence is LAIVTTPLV. The MHC is HLA-A25:01 with pseudo-sequence HLA-A25:01. The binding affinity (normalized) is 0.0847.